This data is from Full USPTO retrosynthesis dataset with 1.9M reactions from patents (1976-2016). The task is: Predict the reactants needed to synthesize the given product. (1) Given the product [Cl:25][C:26]1[CH:31]=[C:30]([NH:32][C:33]2[C:42]3[C:37](=[CH:38][CH:39]=[CH:40][C:41]=3[O:43][CH2:44][CH2:45][N:46]([CH3:47])[CH3:48])[N:36]=[CH:35][N:34]=2)[CH:29]=[CH:28][C:27]=1[O:49][CH2:52][C:53]1[N:54]=[CH:55][S:56][CH:57]=1, predict the reactants needed to synthesize it. The reactants are: C(=O)([O-])[O-].[K+].[K+].C1OCCOCCOCCOCCOCCOC1.[Cl:25][C:26]1[CH:31]=[C:30]([NH:32][C:33]2[C:42]3[C:37](=[CH:38][CH:39]=[CH:40][C:41]=3[O:43][CH2:44][CH2:45][N:46]([CH3:48])[CH3:47])[N:36]=[CH:35][N:34]=2)[CH:29]=[CH:28][C:27]=1[OH:49].Cl.Cl[CH2:52][C:53]1[N:54]=[CH:55][S:56][CH:57]=1. (2) Given the product [C:19]([C:16]1[CH:17]=[CH:18][C:13]([CH2:12][N:9]2[CH2:10][CH2:11][N:7]([CH2:6][C:5]3[CH:4]=[CH:3][C:2]([NH:1][S:34]([CH3:33])(=[O:36])=[O:35])=[CH:25][CH:24]=3)[C:8]2=[O:23])=[CH:14][CH:15]=1)([CH3:20])([CH3:21])[CH3:22], predict the reactants needed to synthesize it. The reactants are: [NH2:1][C:2]1[CH:25]=[CH:24][C:5]([CH2:6][N:7]2[CH2:11][CH2:10][N:9]([CH2:12][C:13]3[CH:18]=[CH:17][C:16]([C:19]([CH3:22])([CH3:21])[CH3:20])=[CH:15][CH:14]=3)[C:8]2=[O:23])=[CH:4][CH:3]=1.C(N(CC)CC)C.[CH3:33][S:34](Cl)(=[O:36])=[O:35].C([O-])(O)=O.[Na+]. (3) Given the product [CH2:25]([O:24][C:18]1[C:19]([C:21]([N:32]2[CH2:37][CH2:36][O:35][CH2:34][CH2:33]2)=[O:22])=[CH:20][C:14]2[N:13]=[C:12]([C:8]3[C:7]([NH:6][C:4](=[O:5])[C:3]4[C:2]([F:1])=[CH:30][CH:29]=[CH:28][C:27]=4[F:31])=[CH:11][NH:10][N:9]=3)[NH:16][C:15]=2[CH:17]=1)[CH3:26], predict the reactants needed to synthesize it. The reactants are: [F:1][C:2]1[CH:30]=[CH:29][CH:28]=[C:27]([F:31])[C:3]=1[C:4]([NH:6][C:7]1[C:8]([C:12]2[NH:16][C:15]3[CH:17]=[C:18]([O:24][CH2:25][CH3:26])[C:19]([C:21](O)=[O:22])=[CH:20][C:14]=3[N:13]=2)=[N:9][NH:10][CH:11]=1)=[O:5].[NH:32]1[CH2:37][CH2:36][O:35][CH2:34][CH2:33]1.C(Cl)CCl.C1C=CC2N(O)N=NC=2C=1. (4) Given the product [Cl:19][C:20]1[CH:27]=[CH:26][C:23]([CH2:24][NH:25][C:16](=[O:17])[CH2:15][CH2:14][C:6]2[CH:7]=[CH:8][C:9]([O:10][CH2:11][C:12]#[CH:13])=[C:4]([O:3][CH2:1][CH3:2])[CH:5]=2)=[CH:22][CH:21]=1, predict the reactants needed to synthesize it. The reactants are: [CH2:1]([O:3][C:4]1[CH:5]=[C:6]([CH2:14][CH2:15][C:16](Cl)=[O:17])[CH:7]=[CH:8][C:9]=1[O:10][CH2:11][C:12]#[CH:13])[CH3:2].[Cl:19][C:20]1[CH:27]=[CH:26][C:23]([CH2:24][NH2:25])=[CH:22][CH:21]=1.C(N(CC)CC)C.O1CCCC1. (5) Given the product [C@@H:26]1([N:25]2[C:24]3[NH:38][C:39]([NH2:43])=[N:40][C:41](=[O:42])[C:23]=3[N:22]=[CH:21]2)[O:30][C@H:29]([CH2:31][OH:32])[C@@H:28]([OH:35])[C@H:27]1[OH:37], predict the reactants needed to synthesize it. The reactants are: C(O)C(N)(CO)CO.Cl.[Mg+2].[Cl-].[Cl-].C(S)[C@@H](O)[C@H](O)CS.[CH:21]1[N:25]([C@@H:26]2[O:30][C@@H:29]3[CH2:31][O:32]P(O)([O:35][C@H:28]3[C@H:27]2[OH:37])=O)[C:24]2[NH:38][C:39]([NH2:43])=[N:40][C:41](=[O:42])[C:23]=2[N:22]=1.C(N(CC(O)=O)CC(O)=O)COCCOCCN(CC(O)=O)CC(O)=O.